From a dataset of Full USPTO retrosynthesis dataset with 1.9M reactions from patents (1976-2016). Predict the reactants needed to synthesize the given product. (1) Given the product [CH3:20][S:21]([O:12][C@H:10]([C:3]1[C:4]([Cl:9])=[CH:5][CH:6]=[C:7]([F:8])[C:2]=1[Cl:1])[CH3:11])(=[O:23])=[O:22], predict the reactants needed to synthesize it. The reactants are: [Cl:1][C:2]1[C:7]([F:8])=[CH:6][CH:5]=[C:4]([Cl:9])[C:3]=1[C@@H:10]([OH:12])[CH3:11].C(N(CC)CC)C.[CH3:20][S:21](Cl)(=[O:23])=[O:22]. (2) Given the product [Cl:10][C:11]1[CH:16]=[CH:15][CH:14]=[CH:13][C:12]=1[C:17]1[C:21]([C:22]([O:42]/[N:41]=[C:39](\[NH2:40])/[C:38]2[CH:37]=[CH:36][C:35]([O:34][CH2:33][C:30]3[CH:31]=[N:32][C:27]([Cl:26])=[CH:28][CH:29]=3)=[CH:44][CH:43]=2)=[O:23])=[C:20]([CH3:25])[O:19][N:18]=1, predict the reactants needed to synthesize it. The reactants are: C(N(C(C)C)CC)(C)C.[Cl:10][C:11]1[CH:16]=[CH:15][CH:14]=[CH:13][C:12]=1[C:17]1[C:21]([C:22](Cl)=[O:23])=[C:20]([CH3:25])[O:19][N:18]=1.[Cl:26][C:27]1[N:32]=[CH:31][C:30]([CH2:33][O:34][C:35]2[CH:44]=[CH:43][C:38](/[C:39](=[N:41]/[OH:42])/[NH2:40])=[CH:37][CH:36]=2)=[CH:29][CH:28]=1.CCOC(C)=O. (3) Given the product [Cl:28][C:15]1[C:16]([NH:21][S:22]([CH2:25][CH2:26][CH3:27])(=[O:23])=[O:24])=[CH:17][CH:18]=[C:19]([Cl:20])[C:14]=1[NH:13][C:11]([C:8]1[C:4]2[N:5]=[CH:6][N:7]=[CH:2][C:3]=2[S:10][CH:9]=1)=[O:12], predict the reactants needed to synthesize it. The reactants are: Cl[C:2]1[C:3]2[S:10][CH:9]=[C:8]([C:11]([NH:13][C:14]3[C:19]([Cl:20])=[CH:18][CH:17]=[C:16]([NH:21][S:22]([CH2:25][CH2:26][CH3:27])(=[O:24])=[O:23])[C:15]=3[Cl:28])=[O:12])[C:4]=2[N:5]=[CH:6][N:7]=1. (4) Given the product [CH3:4][C:3]([NH:6][C:7](=[O:36])[CH2:8][CH2:9][CH2:10][C:11]1[CH:12]=[CH:13][C:14]([CH2:17][C:18]2[CH:23]=[C:22]([C@H:24]3[C@H:29]([OH:30])[C@@H:28]([OH:31])[C@H:27]([OH:32])[C@@H:26]([S:33][CH3:34])[O:25]3)[CH:21]=[CH:20][C:19]=2[CH3:35])=[CH:15][CH:16]=1)([CH3:5])[C:2]([N:1]1[CH2:45][CH2:44][N:43]([CH3:48])[CH2:41][CH2:40]1)=[O:37], predict the reactants needed to synthesize it. The reactants are: [NH2:1][C:2](=[O:37])[C:3]([NH:6][C:7](=[O:36])[CH2:8][CH2:9][CH2:10][C:11]1[CH:16]=[CH:15][C:14]([CH2:17][C:18]2[CH:23]=[C:22]([C@H:24]3[C@H:29]([OH:30])[C@@H:28]([OH:31])[C@H:27]([OH:32])[C@@H:26]([S:33][CH3:34])[O:25]3)[CH:21]=[CH:20][C:19]=2[CH3:35])=[CH:13][CH:12]=1)([CH3:5])[CH3:4].Cl.N[C:40](C)(C)[C:41]([N:43]1[CH2:48]CN(C)[CH2:45][CH2:44]1)=O.